This data is from Catalyst prediction with 721,799 reactions and 888 catalyst types from USPTO. The task is: Predict which catalyst facilitates the given reaction. (1) Product: [CH3:32][C:17]1[CH:18]=[C:19]([O:21][Si:22]([CH:29]([CH3:31])[CH3:30])([CH:23]([CH3:25])[CH3:24])[CH:26]([CH3:27])[CH3:28])[CH:20]=[C:2]([CH3:1])[C:3]=1[CH2:4][C:5]1[CH:6]=[CH:7][C:8]([O:13][CH2:14][O:15][CH3:16])=[C:9]([OH:41])[CH:12]=1. The catalyst class is: 4. Reactant: [CH3:1][C:2]1[CH:20]=[C:19]([O:21][Si:22]([CH:29]([CH3:31])[CH3:30])([CH:26]([CH3:28])[CH3:27])[CH:23]([CH3:25])[CH3:24])[CH:18]=[C:17]([CH3:32])[C:3]=1[CH2:4][C:5]1[CH:6]=[CH:7][C:8]([O:13][CH2:14][O:15][CH3:16])=[C:9]([CH:12]=1)C=O.C1C=C(Cl)C=C(C(OO)=[O:41])C=1.C(=O)(O)[O-].[Na+]. (2) Reactant: Br[C:2]1[CH:3]=[CH:4][C:5]([O:8][CH3:9])=[N:6][CH:7]=1.[Cl:10][C:11]1[C:20]([C:21]2[CH:26]=[CH:25][CH:24]=[CH:23][CH:22]=2)=[C:19]([Cl:27])[C:18]2[C:13](=[CH:14][CH:15]=[C:16]([C:28]([C:30]3[O:34][N:33]=[C:32]([CH3:35])[CH:31]=3)=[O:29])[CH:17]=2)[N:12]=1.[Li]CCCC. Product: [Cl:10][C:11]1[C:20]([C:21]2[CH:26]=[CH:25][CH:24]=[CH:23][CH:22]=2)=[C:19]([Cl:27])[C:18]2[C:13](=[CH:14][CH:15]=[C:16]([C:28]([C:2]3[CH:7]=[N:6][C:5]([O:8][CH3:9])=[CH:4][CH:3]=3)([C:30]3[O:34][N:33]=[C:32]([CH3:35])[CH:31]=3)[OH:29])[CH:17]=2)[N:12]=1. The catalyst class is: 1. (3) Reactant: [CH3:1][O:2][C:3]1[CH:4]=[C:5]2[C:10](=[CH:11][C:12]=1[O:13][CH3:14])[N:9]=[CH:8][N:7]=[C:6]2[O:15][C:16]1[CH:22]=[CH:21][C:19]([NH2:20])=[CH:18][CH:17]=1.Cl[C:24](Cl)([O:26][C:27](=[O:33])OC(Cl)(Cl)Cl)Cl.[N:35]1[CH:40]=[CH:39][C:38](CO)=[CH:37][CH:36]=1.C(=O)(O)[O-].[Na+]. Product: [CH3:1][O:2][C:3]1[CH:4]=[C:5]2[C:10](=[CH:11][C:12]=1[O:13][CH3:14])[N:9]=[CH:8][N:7]=[C:6]2[O:15][C:16]1[CH:22]=[CH:21][C:19]([NH:20][C:27](=[O:33])[O:26][CH2:24][C:38]2[CH:39]=[CH:40][N:35]=[CH:36][CH:37]=2)=[CH:18][CH:17]=1. The catalyst class is: 208. (4) Reactant: [C:1]([CH2:4][C:5]1[CH:6]=[C:7]([CH2:11][C:12](O)=[O:13])[CH:8]=[CH:9][CH:10]=1)(O)=[O:2].CSC.B. Product: [OH:2][CH2:1][CH2:4][C:5]1[CH:6]=[C:7]([CH2:11][CH2:12][OH:13])[CH:8]=[CH:9][CH:10]=1. The catalyst class is: 1. (5) Reactant: C(OC(=O)[NH:7][C:8]1[S:12][C:11]([C:13]2[CH:18]=[CH:17][C:16]([Cl:19])=[CH:15][C:14]=2[O:20][CH3:21])=[N:10][C:9]=1[CH3:22])(C)(C)C.Cl.O1CCOCC1.C(Cl)(Cl)Cl.C(=O)(O)[O-].[Na+]. Product: [NH2:7][C:8]1[S:12][C:11]([C:13]2[CH:18]=[CH:17][C:16]([Cl:19])=[CH:15][C:14]=2[O:20][CH3:21])=[N:10][C:9]=1[CH3:22]. The catalyst class is: 5. (6) Reactant: C(NC(C)C)(C)C.[Li]CCCC.B.N.[Cl:15][CH2:16][CH2:17][CH2:18][C@H:19]([CH2:34][CH:35]=[CH2:36])[C:20](N([C@@H](C)[C@@H](O)C1C=CC=CC=1)C)=[O:21]. Product: [Cl:15][CH2:16][CH2:17][CH2:18][C@H:19]([CH2:34][CH:35]=[CH2:36])[CH2:20][OH:21]. The catalyst class is: 1. (7) Reactant: [NH2:1][C:2]1[C:3]([SH:12])=[N:4][CH:5]=[C:6]([CH:11]=1)[C:7]([O:9][CH3:10])=[O:8].[H-].[Na+].Cl[C:16]1[C:21](Cl)=[N:20][CH:19]=[CH:18][N:17]=1.C(OCC)(=O)C. Product: [N:17]1[C:18]2[NH:1][C:2]3[CH:11]=[C:6]([C:7]([O:9][CH3:10])=[O:8])[CH:5]=[N:4][C:3]=3[S:12][C:19]=2[N:20]=[CH:21][CH:16]=1. The catalyst class is: 9. (8) Reactant: [OH-].[Li+].CC1C(CC([O-])=[O:15])=CC(C)=C2C=1C=NN2.[CH3:18][C:19]1[C:27]([CH3:28])=[C:26]2[C:22]([CH:23]=[N:24][NH:25]2)=[CH:21][C:20]=1CC([O-])=O.[Cl-].[NH4+]. Product: [CH3:18][C:19]1[C:27]([CH3:28])=[C:26]2[C:22]([CH:23]=[N:24][NH:25]2)=[CH:21][C:20]=1[OH:15]. The catalyst class is: 5. (9) Reactant: [CH:1]1([CH:7]([NH:19][C:20]2[CH:25]=[CH:24][C:23]([C:26]([N:28]([CH3:36])[CH2:29][CH2:30][C:31]([O:33][CH2:34][CH3:35])=[O:32])=[O:27])=[CH:22][CH:21]=2)[C:8]2[O:9][C:10]3[CH:17]=[CH:16][C:15]([OH:18])=[CH:14][C:11]=3[C:12]=2[CH3:13])[CH2:6][CH2:5][CH2:4][CH2:3][CH2:2]1.[Cl:37][C:38]1[N:43]=[CH:42][C:41]([CH2:44]O)=[CH:40][CH:39]=1.C(P(CCCC)CCCC)CCC.N(C(N1CCCCC1)=O)=NC(N1CCCCC1)=O. Product: [Cl:37][C:38]1[N:43]=[CH:42][C:41]([CH2:44][O:18][C:15]2[CH:16]=[CH:17][C:10]3[O:9][C:8]([CH:7]([NH:19][C:20]4[CH:21]=[CH:22][C:23]([C:26]([N:28]([CH3:36])[CH2:29][CH2:30][C:31]([O:33][CH2:34][CH3:35])=[O:32])=[O:27])=[CH:24][CH:25]=4)[CH:1]4[CH2:6][CH2:5][CH2:4][CH2:3][CH2:2]4)=[C:12]([CH3:13])[C:11]=3[CH:14]=2)=[CH:40][CH:39]=1. The catalyst class is: 7. (10) Reactant: F[P-](F)(F)(F)(F)F.N1(O[P+](N(C)C)(N(C)C)N(C)C)C2C=CC=CC=2N=N1.[F:28][C:29]1[CH:34]=[CH:33][CH:32]=[CH:31][C:30]=1[CH2:35][CH2:36][NH:37][C:38](=[O:52])[CH2:39][C:40]1([C:46]2[CH:51]=[CH:50][CH:49]=[CH:48][CH:47]=2)[CH2:45][CH2:44][NH:43][CH2:42][CH2:41]1.[F:53][C:54]1[CH:59]=[CH:58][C:57]([CH2:60][CH2:61][C:62](O)=[O:63])=[CH:56][CH:55]=1.C(N(CC)CC)C. Product: [F:28][C:29]1[CH:34]=[CH:33][CH:32]=[CH:31][C:30]=1[CH2:35][CH2:36][NH:37][C:38](=[O:52])[CH2:39][C:40]1([C:46]2[CH:51]=[CH:50][CH:49]=[CH:48][CH:47]=2)[CH2:45][CH2:44][N:43]([C:62](=[O:63])[CH2:61][CH2:60][C:57]2[CH:58]=[CH:59][C:54]([F:53])=[CH:55][CH:56]=2)[CH2:42][CH2:41]1. The catalyst class is: 305.